From a dataset of Forward reaction prediction with 1.9M reactions from USPTO patents (1976-2016). Predict the product of the given reaction. (1) Given the reactants [CH:1]1([CH2:7][C:8]2[N:9]=[N:10][N:11]([C@@H:13]3[C@H:17]4[O:18][CH2:19][C@H:20]([NH2:21])[C@H:16]4[O:15][CH2:14]3)[CH:12]=2)[CH2:6][CH2:5][CH2:4][CH2:3][CH2:2]1.[CH3:22][N:23]1[C:27]([C:28](O)=[O:29])=[CH:26][C:25]([CH3:31])=[N:24]1, predict the reaction product. The product is: [CH:1]1([CH2:7][C:8]2[N:9]=[N:10][N:11]([C@@H:13]3[C@H:17]4[O:18][CH2:19][C@H:20]([NH:21][C:28]([C:27]5[N:23]([CH3:22])[N:24]=[C:25]([CH3:31])[CH:26]=5)=[O:29])[C@H:16]4[O:15][CH2:14]3)[CH:12]=2)[CH2:2][CH2:3][CH2:4][CH2:5][CH2:6]1. (2) Given the reactants C(NC(C)C)(C)C.O1CCCC1.C([Li])CCC.[NH2:18][C:19]1[C:20]([Cl:28])=[C:21]([CH:25]=[CH:26][CH:27]=1)[C:22]([OH:24])=[O:23].[N:29]([CH2:32][CH2:33][CH2:34][CH3:35])=[C:30]=[O:31], predict the reaction product. The product is: [CH2:32]([NH:29][C:30](=[O:31])[NH:18][C:19]1[C:20]([Cl:28])=[C:21]([CH:25]=[CH:26][CH:27]=1)[C:22]([OH:24])=[O:23])[CH2:33][CH2:34][CH3:35].